From a dataset of Catalyst prediction with 721,799 reactions and 888 catalyst types from USPTO. Predict which catalyst facilitates the given reaction. (1) Reactant: [C:1]([C:4]1[CH:9]=[CH:8][C:7]([S:10]([NH2:13])(=[O:12])=[O:11])=[CH:6][CH:5]=1)([OH:3])=[O:2].[CH:14](Cl)(Cl)Cl.C[Si](C=[N+]=[N-])(C)C. Product: [CH3:14][O:2][C:1](=[O:3])[C:4]1[CH:9]=[CH:8][C:7]([S:10](=[O:12])(=[O:11])[NH2:13])=[CH:6][CH:5]=1. The catalyst class is: 5. (2) Product: [CH3:14][C:6]1[C:5]([N+:15]([O-:17])=[O:16])=[C:4]([NH:3][CH3:2])[CH:13]=[CH:12][C:7]=1[C:8]([O:10][CH3:11])=[O:9]. Reactant: I[CH3:2].[NH2:3][C:4]1[CH:13]=[CH:12][C:7]([C:8]([O:10][CH3:11])=[O:9])=[C:6]([CH3:14])[C:5]=1[N+:15]([O-:17])=[O:16].[H-].[Na+]. The catalyst class is: 7. (3) Reactant: Cl.[CH3:2][C:3]1[CH:8]=[CH:7][CH:6]=[CH:5][C:4]=1[CH:9]([N:13]1[CH2:18][CH2:17][N:16]([CH3:19])[CH2:15][CH2:14]1)[C:10]([OH:12])=O.[F:20][C:21]([F:35])([F:34])[C:22]1[CH:23]=[C:24]([NH:32][NH2:33])[CH:25]=[C:26]([C:28]([F:31])([F:30])[F:29])[CH:27]=1.CN1CCOCC1.F[P-](F)(F)(F)(F)F.N1(O[P+](N(C)C)(N(C)C)N(C)C)C2C=CC=CC=2N=N1. Product: [F:20][C:21]([F:34])([F:35])[C:22]1[CH:23]=[C:24]([NH:32][NH:33][C:10](=[O:12])[CH:9]([C:4]2[CH:5]=[CH:6][CH:7]=[CH:8][C:3]=2[CH3:2])[N:13]2[CH2:18][CH2:17][N:16]([CH3:19])[CH2:15][CH2:14]2)[CH:25]=[C:26]([C:28]([F:31])([F:29])[F:30])[CH:27]=1. The catalyst class is: 31. (4) Reactant: FC(F)(F)C(O)=O.C(OC(=O)[NH:14][C:15]([CH:23]1[CH2:28][CH2:27][CH:26]([OH:29])[CH2:25][CH2:24]1)([C:17]1[CH:22]=[CH:21][CH:20]=[CH:19][CH:18]=1)[CH3:16])(C)(C)C.Cl.O. Product: [NH2:14][C:15]([CH:23]1[CH2:28][CH2:27][CH:26]([OH:29])[CH2:25][CH2:24]1)([C:17]1[CH:22]=[CH:21][CH:20]=[CH:19][CH:18]=1)[CH3:16]. The catalyst class is: 545. (5) Reactant: [NH2:1][C:2]1[C:3]2[N:4]([C:8](=[S:28])[NH:9][C:10]=2[C:11]2[C:20]([F:21])=[C:19]3[C:14]([CH:15]=[CH:16][C:17]([C:22]4[CH:27]=[CH:26][CH:25]=[CH:24][CH:23]=4)=[N:18]3)=[CH:13][CH:12]=2)[CH:5]=[CH:6][N:7]=1.F[B-](F)(F)F.[Br:34][C:35]1[CH:40]=[CH:39][C:38]([N+]#N)=[CH:37][CH:36]=1.CS(C)=O. Product: [Br:34][C:35]1[CH:40]=[CH:39][C:38]([S:28][C:8]2[N:4]3[CH:5]=[CH:6][N:7]=[C:2]([NH2:1])[C:3]3=[C:10]([C:11]3[C:20]([F:21])=[C:19]4[C:14]([CH:15]=[CH:16][C:17]([C:22]5[CH:27]=[CH:26][CH:25]=[CH:24][CH:23]=5)=[N:18]4)=[CH:13][CH:12]=3)[N:9]=2)=[CH:37][CH:36]=1. The catalyst class is: 2. (6) Reactant: C([O:3][C:4](=[O:13])[C:5]([C:11]#[N:12])=[C:6]([S:9][CH3:10])[S:7][CH3:8])C.[OH-].[Na+]. Product: [C:11]([C:5](=[C:6]([S:7][CH3:8])[S:9][CH3:10])[C:4]([OH:13])=[O:3])#[N:12]. The catalyst class is: 1.